From a dataset of Forward reaction prediction with 1.9M reactions from USPTO patents (1976-2016). Predict the product of the given reaction. (1) Given the reactants [N+:1]([C:4]1[CH:5]=[N:6][NH:7][CH:8]=1)([O-:3])=[O:2].[C:9]1([CH:15]2[O:20][CH2:19][CH:18](O)[CH2:17][O:16]2)[CH:14]=[CH:13][CH:12]=[CH:11][CH:10]=1.C1(P(C2C=CC=CC=2)C2C=CC=CC=2)C=CC=CC=1.N(C(OC(C)C)=O)=NC(OC(C)C)=O, predict the reaction product. The product is: [N+:1]([C:4]1[CH:5]=[N:6][N:7]([CH:18]2[CH2:17][O:16][CH:15]([C:9]3[CH:10]=[CH:11][CH:12]=[CH:13][CH:14]=3)[O:20][CH2:19]2)[CH:8]=1)([O-:3])=[O:2]. (2) Given the reactants [CH3:1][C:2]1[C:3](B2OC(C)(C)C(C)(C)O2)=[C:4]([CH:9]=[CH:10][CH:11]=1)[C:5]([O:7][CH3:8])=[O:6].Cl[C:22]1[N:27]=[CH:26][CH:25]=[CH:24][N:23]=1.O, predict the reaction product. The product is: [CH3:1][C:2]1[C:3]([C:22]2[N:27]=[CH:26][CH:25]=[CH:24][N:23]=2)=[C:4]([CH:9]=[CH:10][CH:11]=1)[C:5]([O:7][CH3:8])=[O:6].